From a dataset of Full USPTO retrosynthesis dataset with 1.9M reactions from patents (1976-2016). Predict the reactants needed to synthesize the given product. Given the product [F:54][C:40]1[C:41]([NH:43][C@@H:44]([C:50]([CH3:53])([CH3:52])[CH3:51])[CH2:45][C:46]([O:48][CH3:49])=[O:47])=[N:42][C:37]([C:16]2[C:10]3[C:11](=[N:12][CH:13]=[C:8]([F:7])[CH:9]=3)[N:14]([S:26]([C:29]3[CH:30]=[CH:31][C:32]([CH3:35])=[CH:33][CH:34]=3)(=[O:28])=[O:27])[CH:15]=2)=[N:38][CH:39]=1, predict the reactants needed to synthesize it. The reactants are: CC1OCCC1.[F:7][C:8]1[CH:9]=[C:10]2[C:16](B3OC(C)(C)C(C)(C)O3)=[CH:15][N:14]([S:26]([C:29]3[CH:34]=[CH:33][C:32]([CH3:35])=[CH:31][CH:30]=3)(=[O:28])=[O:27])[C:11]2=[N:12][CH:13]=1.Cl[C:37]1[N:42]=[C:41]([NH:43][C@@H:44]([C:50]([CH3:53])([CH3:52])[CH3:51])[CH2:45][C:46]([O:48][CH3:49])=[O:47])[C:40]([F:54])=[CH:39][N:38]=1.[O-]P([O-])([O-])=O.[K+].[K+].[K+].CC(C1C=C(C(C)C)C(C2C=CC=CC=2P(C2CCCCC2)C2CCCCC2)=C(C(C)C)C=1)C.